Predict the reaction yield, written as a fraction of the theoretical maximum amount of product (1.0 means a 100% yield; for example, 0.34 means a 34% yield). From a dataset of Reaction yield outcomes from USPTO patents with 853,638 reactions. (1) The reactants are [I:1][C:2]1[C:10]2[C:5](=[N:6][CH:7]=[N:8][C:9]=2[NH2:11])[NH:4][N:3]=1.C(=O)([O-])[O-].[Cs+].[Cs+].CS(O[C@H:23]1[CH2:28][CH2:27][CH2:26][N:25]([C:29]([O:31][C:32]([CH3:35])([CH3:34])[CH3:33])=[O:30])[CH2:24]1)(=O)=O. The catalyst is CN(C=O)C. The product is [NH2:11][C:9]1[N:8]=[CH:7][N:6]=[C:5]2[N:4]([C@@H:27]3[CH2:28][CH2:23][CH2:24][N:25]([C:29]([O:31][C:32]([CH3:35])([CH3:34])[CH3:33])=[O:30])[CH2:26]3)[N:3]=[C:2]([I:1])[C:10]=12. The yield is 0.300. (2) The reactants are [CH3:1][C:2]1[CH:7]=[CH:6][N:5]=[CH:4][C:3]=1[N:8]1[CH2:12][CH2:11][NH:10][C:9]1=[O:13].Br[C:15]1[CH:20]=[CH:19][CH:18]=[CH:17][CH:16]=1.N[C@@H]1CCCC[C@H]1N.P([O-])([O-])([O-])=O.[K+].[K+].[K+]. The catalyst is [Cu](I)I.O1CCOCC1. The product is [CH3:1][C:2]1[CH:7]=[CH:6][N:5]=[CH:4][C:3]=1[N:8]1[CH2:12][CH2:11][N:10]([C:15]2[CH:20]=[CH:19][CH:18]=[CH:17][CH:16]=2)[C:9]1=[O:13]. The yield is 0.923. (3) The reactants are C([O:8][C:9]1[CH:10]=[C:11]([C:15]2[N:16]=[C:17]([N:24]3[CH2:29][CH2:28][O:27][CH2:26][CH2:25]3)[C:18]3[NH:23][CH:22]=[CH:21][C:19]=3[N:20]=2)[CH:12]=[CH:13][CH:14]=1)C1C=CC=CC=1.C(O)(=O)C. The catalyst is CO.[Pd]. The product is [N:24]1([C:17]2[C:18]3[NH:23][CH:22]=[CH:21][C:19]=3[N:20]=[C:15]([C:11]3[CH:10]=[C:9]([OH:8])[CH:14]=[CH:13][CH:12]=3)[N:16]=2)[CH2:29][CH2:28][O:27][CH2:26][CH2:25]1. The yield is 0.950. (4) The reactants are [C:1]1([S:7]([N:10]2[C:14]3=[N:15][CH:16]=[C:17](Br)[CH:18]=[C:13]3[CH:12]=[CH:11]2)(=[O:9])=[O:8])[CH:6]=[CH:5][CH:4]=[CH:3][CH:2]=1.[CH3:20][O:21][CH2:22][C:23]#[CH:24].C(N(CC)CC)C. The catalyst is CN(C)C=O.C1C=CC([P]([Pd]([P](C2C=CC=CC=2)(C2C=CC=CC=2)C2C=CC=CC=2)([P](C2C=CC=CC=2)(C2C=CC=CC=2)C2C=CC=CC=2)[P](C2C=CC=CC=2)(C2C=CC=CC=2)C2C=CC=CC=2)(C2C=CC=CC=2)C2C=CC=CC=2)=CC=1.[Cu]I. The product is [C:1]1([S:7]([N:10]2[C:14]3=[N:15][CH:16]=[C:17]([C:24]#[C:23][CH2:22][O:21][CH3:20])[CH:18]=[C:13]3[CH:12]=[CH:11]2)(=[O:9])=[O:8])[CH:6]=[CH:5][CH:4]=[CH:3][CH:2]=1. The yield is 0.891. (5) The reactants are [C:1]([O:5][C:6](=[O:39])[N:7]([CH:9]([C:11](=[O:38])[NH:12][CH:13]([C:18]([N:20]1[CH2:24][CH2:23][CH:22]2[NH:25][CH2:26][CH:27]([CH2:28][O:29][C:30]3[CH:35]=[CH:34][C:33]([F:36])=[C:32]([F:37])[CH:31]=3)[CH:21]12)=[O:19])[C:14]([CH3:17])([CH3:16])[CH3:15])[CH3:10])[CH3:8])([CH3:4])([CH3:3])[CH3:2].Cl[C:41]1[N:46]=[CH:45][CH:44]=[CH:43][N:42]=1.CCN(C(C)C)C(C)C. The catalyst is CN(C=O)C.O. The product is [C:1]([O:5][C:6](=[O:39])[N:7]([CH:9]([C:11](=[O:38])[NH:12][CH:13]([C:18]([N:20]1[CH2:24][CH2:23][CH:22]2[N:25]([C:41]3[N:46]=[CH:45][CH:44]=[CH:43][N:42]=3)[CH2:26][CH:27]([CH2:28][O:29][C:30]3[CH:35]=[CH:34][C:33]([F:36])=[C:32]([F:37])[CH:31]=3)[CH:21]12)=[O:19])[C:14]([CH3:16])([CH3:17])[CH3:15])[CH3:10])[CH3:8])([CH3:2])([CH3:3])[CH3:4]. The yield is 0.920. (6) The reactants are [Br:1][C:2]1[CH:7]=[C:6]([Cl:8])[C:5](I)=[CH:4][C:3]=1[NH2:10].CC1(C)C2C(=C(P(C3C=CC=CC=3)C3C=CC=CC=3)C=CC=2)OC2C(P(C3C=CC=CC=3)C3C=CC=CC=3)=CC=CC1=2.CCN(C(C)C)C(C)C.[CH3:62][S-:63].[Na+]. The catalyst is O1CCOCC1.C1C=CC(/C=C/C(/C=C/C2C=CC=CC=2)=O)=CC=1.C1C=CC(/C=C/C(/C=C/C2C=CC=CC=2)=O)=CC=1.C1C=CC(/C=C/C(/C=C/C2C=CC=CC=2)=O)=CC=1.[Pd].[Pd]. The product is [Br:1][C:2]1[CH:7]=[C:6]([Cl:8])[C:5]([S:63][CH3:62])=[CH:4][C:3]=1[NH2:10]. The yield is 0.500. (7) The reactants are [F:1][C:2]1[CH:7]=[CH:6][C:5]([CH2:8][C:9]#[CH:10])=[CH:4][CH:3]=1.[C:11]([O:15][C:16](=[O:38])[CH2:17][O:18][C:19]1[CH:24]=[CH:23][C:22]([CH2:25][N:26]2[N:30]=[N:29][C:28]([C:31]3[CH:36]=[CH:35][CH:34]=[C:33](Br)[CH:32]=3)=[N:27]2)=[CH:21][CH:20]=1)([CH3:14])([CH3:13])[CH3:12].[Na]. No catalyst specified. The product is [C:11]([O:15][C:16](=[O:38])[CH2:17][O:18][C:19]1[CH:24]=[CH:23][C:22]([CH2:25][N:26]2[N:30]=[N:29][C:28]([C:31]3[CH:32]=[CH:33][CH:34]=[C:35]([C:10]#[C:9][CH2:8][C:5]4[CH:6]=[CH:7][C:2]([F:1])=[CH:3][CH:4]=4)[CH:36]=3)=[N:27]2)=[CH:21][CH:20]=1)([CH3:14])([CH3:12])[CH3:13]. The yield is 0.685. (8) The reactants are [F:1][C:2]1[CH:22]=[C:21]([F:23])[CH:20]=[CH:19][C:3]=1[CH2:4][N:5]([O:17][CH3:18])[C:6](=[O:16])[CH:7]=[C:8]1[C:12](=[O:13])[O:11][C:10](C)(C)[O:9]1. The catalyst is CO. The product is [CH3:10][O:11][C:12](=[O:13])[C:8]([OH:9])=[CH:7][C:6](=[O:16])[N:5]([CH2:4][C:3]1[CH:19]=[CH:20][C:21]([F:23])=[CH:22][C:2]=1[F:1])[O:17][CH3:18]. The yield is 0.550. (9) The catalyst is C1COCC1. The product is [C:1]([C:5]1[CH:9]=[C:8]([NH:10][C:19](=[O:20])[O:21][C:22]2[CH:27]=[CH:26][CH:25]=[CH:24][CH:23]=2)[N:7]([CH3:11])[N:6]=1)([CH3:4])([CH3:2])[CH3:3]. The reactants are [C:1]([C:5]1[CH:9]=[C:8]([NH2:10])[N:7]([CH3:11])[N:6]=1)([CH3:4])([CH3:3])[CH3:2].C([O-])([O-])=O.[K+].[K+].Cl[C:19]([O:21][C:22]1[CH:27]=[CH:26][CH:25]=[CH:24][CH:23]=1)=[O:20]. The yield is 0.310.